This data is from Catalyst prediction with 721,799 reactions and 888 catalyst types from USPTO. The task is: Predict which catalyst facilitates the given reaction. (1) Reactant: F[C:2]1[CH:7]=[CH:6][C:5]([N+:8]([O-:10])=[O:9])=[CH:4][C:3]=1C.[CH3:12]N1CCCC1=O.[NH2:19][CH2:20][CH2:21][CH2:22][N:23]1[CH2:27][CH2:26][CH2:25][C:24]1=[O:28].C(N(CC)CC)C. Product: [N+:8]([C:5]1[CH:4]=[CH:3][C:2]([NH:19][CH2:20][CH2:21][CH2:22][N:23]2[CH2:27][CH2:26][CH2:25][C:24]2=[O:28])=[CH:7][C:6]=1[CH3:12])([O-:10])=[O:9]. The catalyst class is: 6. (2) Reactant: [CH2:1]([O:8][C@H:9]1[C@H:15]([O:16][CH2:17][C:18]2[CH:23]=[CH:22][CH:21]=[CH:20][CH:19]=2)[C@@H:14]([O:24][CH2:25][C:26]2[CH:31]=[CH:30][CH:29]=[CH:28][CH:27]=2)[C@:13]2([C:33]3[CH:38]=[CH:37][C:36]([Cl:39])=[C:35]([CH2:40][C:41]4[CH:46]=[CH:45][C:44]([O:47][CH2:48][CH3:49])=[CH:43][CH:42]=4)[CH:34]=3)[O:32][C@@:10]1([CH2:50][OH:51])[CH2:11][O:12]2)[C:2]1[CH:7]=[CH:6][CH:5]=[CH:4][CH:3]=1.C(=O)(O)[O-:53].[Na+].[Br-].[K+].Cl[O-].[Na+].Cl. Product: [CH2:1]([O:8][C@H:9]1[C@H:15]([O:16][CH2:17][C:18]2[CH:19]=[CH:20][CH:21]=[CH:22][CH:23]=2)[C@@H:14]([O:24][CH2:25][C:26]2[CH:31]=[CH:30][CH:29]=[CH:28][CH:27]=2)[C@:13]2([C:33]3[CH:38]=[CH:37][C:36]([Cl:39])=[C:35]([CH2:40][C:41]4[CH:42]=[CH:43][C:44]([O:47][CH2:48][CH3:49])=[CH:45][CH:46]=4)[CH:34]=3)[O:32][C@@:10]1([C:50]([OH:53])=[O:51])[CH2:11][O:12]2)[C:2]1[CH:7]=[CH:6][CH:5]=[CH:4][CH:3]=1. The catalyst class is: 7. (3) Reactant: [Na].[C:2]([O:10][CH2:11][CH3:12])(=[O:9])[CH2:3][C:4]([O:6][CH2:7][CH3:8])=[O:5].[CH:13]1([CH2:19]Br)[CH2:18][CH2:17][CH2:16][CH2:15][CH2:14]1. Product: [CH:13]1([CH2:19][CH:3]([C:4]([O:6][CH2:7][CH3:8])=[O:5])[C:2]([O:10][CH2:11][CH3:12])=[O:9])[CH2:18][CH2:17][CH2:16][CH2:15][CH2:14]1. The catalyst class is: 8. (4) Reactant: [C:1]([C:3]1[CH:8]=[CH:7][C:6]([CH:9]2[CH2:14][CH2:13][N:12]([C:15]([C:17]3[CH:18]=[CH:19][C:20]([CH3:31])=[C:21]([NH:23][S:24]([CH2:27][C:28]([OH:30])=O)(=[O:26])=[O:25])[CH:22]=3)=[O:16])[CH2:11][CH2:10]2)=[CH:5][CH:4]=1)#[N:2].ClC(N(C)C)=C(C)C.[NH:40]1[CH2:45][CH2:44][O:43][CH2:42][CH2:41]1.N1C=CC=CC=1. Product: [C:1]([C:3]1[CH:8]=[CH:7][C:6]([CH:9]2[CH2:14][CH2:13][N:12]([C:15]([C:17]3[CH:18]=[CH:19][C:20]([CH3:31])=[C:21]([NH:23][S:24]([CH2:27][C:28]([N:40]4[CH2:45][CH2:44][O:43][CH2:42][CH2:41]4)=[O:30])(=[O:25])=[O:26])[CH:22]=3)=[O:16])[CH2:11][CH2:10]2)=[CH:5][CH:4]=1)#[N:2]. The catalyst class is: 2. (5) Reactant: [C:1]([O:5][C:6]([N:8]1[CH2:12][CH:11]([OH:13])[CH:10]2[N:14]([C:17]([O:19][CH2:20][C:21]3[CH:26]=[CH:25][CH:24]=[CH:23][CH:22]=3)=[O:18])[CH2:15][CH2:16][CH:9]12)=[O:7])([CH3:4])([CH3:3])[CH3:2].[F:27][C:28]1[CH:35]=[CH:34][C:31]([CH2:32]Br)=[CH:30][CH:29]=1.[H-].[Na+]. The catalyst class is: 3. Product: [C:1]([O:5][C:6]([N:8]1[CH2:12][CH:11]([O:13][CH2:32][C:31]2[CH:34]=[CH:35][C:28]([F:27])=[CH:29][CH:30]=2)[CH:10]2[N:14]([C:17]([O:19][CH2:20][C:21]3[CH:26]=[CH:25][CH:24]=[CH:23][CH:22]=3)=[O:18])[CH2:15][CH2:16][CH:9]12)=[O:7])([CH3:4])([CH3:2])[CH3:3]. (6) Reactant: [OH-].[Na+].[CH2:3]([NH:5][C:6]([NH:8][C:9]1[N:40]=[C:12]2[CH:13]=[C:14]([C:22]3[CH:23]=[N:24][C:25]([N:28]4[CH2:33][CH2:32][C:31]([CH3:39])([C:34]([O:36]CC)=[O:35])[CH2:30][CH2:29]4)=[N:26][CH:27]=3)[CH:15]=[C:16]([N:17]3[CH:21]=[CH:20][CH:19]=[N:18]3)[N:11]2[N:10]=1)=[O:7])[CH3:4]. Product: [CH2:3]([NH:5][C:6]([NH:8][C:9]1[N:40]=[C:12]2[CH:13]=[C:14]([C:22]3[CH:23]=[N:24][C:25]([N:28]4[CH2:29][CH2:30][C:31]([CH3:39])([C:34]([OH:36])=[O:35])[CH2:32][CH2:33]4)=[N:26][CH:27]=3)[CH:15]=[C:16]([N:17]3[CH:21]=[CH:20][CH:19]=[N:18]3)[N:11]2[N:10]=1)=[O:7])[CH3:4]. The catalyst class is: 14.